This data is from Aqueous solubility values for 9,982 compounds from the AqSolDB database. The task is: Regression/Classification. Given a drug SMILES string, predict its absorption, distribution, metabolism, or excretion properties. Task type varies by dataset: regression for continuous measurements (e.g., permeability, clearance, half-life) or binary classification for categorical outcomes (e.g., BBB penetration, CYP inhibition). For this dataset (solubility_aqsoldb), we predict Y. (1) The compound is Nc1c(Oc2ccccc2)cc(O)c2c1C(=O)c1ccccc1C2=O. The Y is -4.22 log mol/L. (2) The compound is C=CC. The Y is -1.08 log mol/L. (3) The compound is NC(=O)c1ccc[n+](Cc2ccccc2)c1.[Cl-]. The Y is 0.294 log mol/L.